This data is from Reaction yield outcomes from USPTO patents with 853,638 reactions. The task is: Predict the reaction yield, written as a fraction of the theoretical maximum amount of product (1.0 means a 100% yield; for example, 0.34 means a 34% yield). (1) The reactants are [H-].[Na+].[NH:3]1[C:11]2[C:6](=[CH:7][CH:8]=[CH:9][CH:10]=2)[CH2:5][CH2:4]1.I[CH2:13][CH3:14]. The catalyst is O1CCCC1.O. The product is [CH2:13]([N:3]1[C:11]2[C:6](=[CH:7][CH:8]=[CH:9][CH:10]=2)[CH2:5][CH2:4]1)[CH3:14]. The yield is 0.780. (2) The reactants are Br[C:2]1[CH:11]=[N:10][CH:9]=[C:8]2[C:3]=1[CH:4]=[C:5]([C:12]([NH2:14])=[O:13])[CH:6]=[N:7]2.[F:15][C:16]([F:28])([F:27])[O:17][C:18]1[CH:19]=[C:20](B(O)O)[CH:21]=[CH:22][CH:23]=1.C(=O)([O-])[O-].[Cs+].[Cs+]. The catalyst is O1CCOCC1.O.C1(P([C-]2C=CC=C2)C2C=CC=CC=2)C=CC=CC=1.[C-]1(P(C2C=CC=CC=2)C2C=CC=CC=2)C=CC=C1.[Fe+2].[Pd](Cl)Cl. The product is [F:15][C:16]([F:27])([F:28])[O:17][C:18]1[CH:23]=[C:22]([C:2]2[CH:11]=[N:10][CH:9]=[C:8]3[C:3]=2[CH:4]=[C:5]([C:12]([NH2:14])=[O:13])[CH:6]=[N:7]3)[CH:21]=[CH:20][CH:19]=1. The yield is 0.860. (3) The reactants are [Cl:1][C:2]1[CH:10]=[CH:9][CH:8]=[C:7]2[C:3]=1[C:4]([C:17]([OH:19])=O)=[CH:5][N:6]2[CH2:11][CH:12]1[CH2:16][CH2:15][CH2:14][O:13]1.CCN=C=NCCCN(C)C.C1C=CC2N(O)N=NC=2C=1.[NH2:41][CH2:42][C@:43]1([OH:50])[CH2:48][CH2:47][CH2:46][C@H:45]([CH3:49])[CH2:44]1. No catalyst specified. The product is [Cl:1][C:2]1[CH:10]=[CH:9][CH:8]=[C:7]2[C:3]=1[C:4]([C:17]([NH:41][CH2:42][C@:43]1([OH:50])[CH2:48][CH2:47][CH2:46][C@H:45]([CH3:49])[CH2:44]1)=[O:19])=[CH:5][N:6]2[CH2:11][CH:12]1[CH2:16][CH2:15][CH2:14][O:13]1. The yield is 0.210. (4) The reactants are [CH3:1][CH2:2][CH2:3][CH2:4][NH:5][C:6]1[CH:7]=[C:8]([C:23]([OH:25])=O)[CH:9]=[C:10]([S:19]([NH2:22])(=[O:21])=[O:20])[C:11]=1[O:12][C:13]1[CH:14]=[CH:15][CH:16]=[CH:17][CH:18]=1.C(N=C=NCCCN(C)C)C.ON1C2C=CC=CC=2N=N1.[CH2:47]([NH:49][CH2:50][CH3:51])[CH3:48]. The catalyst is ClCCl. The product is [CH2:47]([N:49]([CH2:50][CH3:51])[C:23](=[O:25])[C:8]1[CH:7]=[C:6]([NH:5][CH2:4][CH2:3][CH2:2][CH3:1])[C:11]([O:12][C:13]2[CH:18]=[CH:17][CH:16]=[CH:15][CH:14]=2)=[C:10]([S:19]([NH2:22])(=[O:21])=[O:20])[CH:9]=1)[CH3:48]. The yield is 0.650. (5) The product is [NH2:4][C@@H:16]([C:8]12[CH2:14][CH:12]3[CH2:11][CH:10]([CH2:15][C:6]([OH:5])([CH2:13]3)[CH2:7]1)[CH2:9]2)[C:17]([OH:19])=[O:18]. The reactants are C([O-])=O.[NH4+:4].[OH:5][C:6]12[CH2:15][CH:10]3[CH2:11][CH:12]([CH2:14][C:8]([C:16](=O)[C:17]([OH:19])=[O:18])([CH2:9]3)[CH2:7]1)[CH2:13]2.[OH-].[NH4+]. The yield is 1.00. The catalyst is C1N=C(N)C2N=CN([C@@H]3O[C@H](COP(OP(OC[C@H]4O[C@@H](N5C=C(C(N)=O)CC=C5)[C@H](O)[C@@H]4O)(O)=O)(O)=O)[C@@H](O)[C@H]3O)C=2N=1.SC[C@H]([C@@H](CS)O)O.